From a dataset of Forward reaction prediction with 1.9M reactions from USPTO patents (1976-2016). Predict the product of the given reaction. (1) Given the reactants O.[NH2:2][NH2:3].[C:4]([O:8][C:9](=[O:24])[NH:10][C:11]([C:17]1[CH:22]=[CH:21][CH:20]=[C:19]([Br:23])[CH:18]=1)([CH3:16])[C:12](=O)[C:13]#[CH:14])([CH3:7])([CH3:6])[CH3:5], predict the reaction product. The product is: [C:4]([O:8][C:9](=[O:24])[NH:10][C:11]([C:17]1[CH:22]=[CH:21][CH:20]=[C:19]([Br:23])[CH:18]=1)([C:12]1[CH:13]=[CH:14][NH:3][N:2]=1)[CH3:16])([CH3:7])([CH3:6])[CH3:5]. (2) The product is: [N+:12]([C:15]1[CH:16]=[C:17]([NH:21][C:22](=[O:23])[NH:11][C:8]2[CH:9]=[CH:10][C:5]([NH:4][C:1](=[O:3])[CH3:2])=[N:6][CH:7]=2)[CH:18]=[CH:19][CH:20]=1)([O-:14])=[O:13]. Given the reactants [C:1]([NH:4][C:5]1[CH:10]=[CH:9][C:8]([NH2:11])=[CH:7][N:6]=1)(=[O:3])[CH3:2].[N+:12]([C:15]1[CH:16]=[C:17]([N:21]=[C:22]=[O:23])[CH:18]=[CH:19][CH:20]=1)([O-:14])=[O:13], predict the reaction product.